This data is from Experimentally validated miRNA-target interactions with 360,000+ pairs, plus equal number of negative samples. The task is: Binary Classification. Given a miRNA mature sequence and a target amino acid sequence, predict their likelihood of interaction. The miRNA is mmu-miR-329-3p with sequence AACACACCCAGCUAACCUUUUU. The protein sequence of the target gene is MMISRPPPALGGDQFSILILLVLLTSTAPISAATIRVSPDCGKPQQLNRIVGGEDSMDAQWPWIVSILKNGSHHCAGSLLTNRWVVTAAHCFKSNMDKPSLFSVLLGAWKLGSPGPRSQKVGIAWVLPHPRYSWKEGTHADIALVRLEHSIQFSERILPICLPDSSVRLPPKTDCWIAGWGSIQDGVPLPHPQTLQKLKVPIIDSELCKSLYWRGAGQEAITEGMLCAGYLEGERDACLGDSGGPLMCQVDDHWLLTGIISWGEGCAERNRPGVYTSLLAHRSWVQRIVQGVQLRGYLAD.... Result: 1 (interaction).